From a dataset of Blood-brain barrier permeability classification from the B3DB database. Regression/Classification. Given a drug SMILES string, predict its absorption, distribution, metabolism, or excretion properties. Task type varies by dataset: regression for continuous measurements (e.g., permeability, clearance, half-life) or binary classification for categorical outcomes (e.g., BBB penetration, CYP inhibition). Dataset: b3db_classification. The molecule is CC(C)C(=O)OCc1cccc(OC(=O)[C@@H]2N3C(=O)[C@@H](NC(=O)Cc4ccccc4)[C@H]3SC2(C)C)c1. The result is 0 (does not penetrate BBB).